Binary Classification. Given a drug SMILES string, predict its activity (active/inactive) in a high-throughput screening assay against a specified biological target. From a dataset of Cav3 T-type calcium channel HTS with 100,875 compounds. (1) The drug is O(C(=O)c1c(n(c2c1cc(O)cc2)C)c1ccccc1)CC. The result is 0 (inactive). (2) The drug is s1c(C(=O)NCCCOC)ccc1. The result is 0 (inactive). (3) The compound is S(CCc1ncccc1)CCC(=O)Nc1scc(n1)C. The result is 0 (inactive). (4) The molecule is s1c(NC(NC(OCC)=O)(C(F)(F)F)C(OCC)=O)nc2c1cccc2. The result is 0 (inactive). (5) The molecule is Fc1c(N2C(Nc3ccc(OC)cc3)=NCC2=O)cccc1. The result is 0 (inactive). (6) The molecule is S(=O)(=O)(Nc1ccc(NC(=O)C)cc1)c1cc(c(OCC(OC)=O)cc1)C. The result is 0 (inactive). (7) The compound is O(C(=O)c1ccc(NCc2ccncc2)cc1)CC. The result is 0 (inactive). (8) The drug is S(=O)(=O)(N1CCOCC1)c1cc(ccc1)C(=O)n1nc(c(Sc2ccc(cc2)C)c1C)C. The result is 0 (inactive). (9) The drug is O=C(N1CCN(CC1)Cc1cc2OCOc2cc1)CCCn1c(=O)c2c([nH]c1=O)cccc2. The result is 0 (inactive).